This data is from Forward reaction prediction with 1.9M reactions from USPTO patents (1976-2016). The task is: Predict the product of the given reaction. (1) The product is: [ClH:27].[NH2:1][C:2]1[N:7]=[C:6]([O:8][CH3:9])[C:5]([C:10](=[O:26])[CH2:11][CH2:12][CH:13]2[CH2:18][CH2:17][NH:16][CH2:15][CH2:14]2)=[CH:4][C:3]=1[Cl:27]. Given the reactants [NH2:1][C:2]1[N:7]=[C:6]([O:8][CH3:9])[C:5]([C:10](=[O:26])[CH2:11][CH2:12][CH:13]2[CH2:18][CH2:17][N:16](C(OC(C)(C)C)=O)[CH2:15][CH2:14]2)=[CH:4][C:3]=1[Cl:27], predict the reaction product. (2) Given the reactants [F:1][C:2]([F:24])([F:23])[C:3]1[CH:8]=[CH:7][C:6]([CH2:9][CH2:10][NH:11][C:12]2[CH:13]=[C:14]([C:18]3([OH:22])[CH2:21][O:20][CH2:19]3)[CH:15]=[CH:16][CH:17]=2)=[CH:5][CH:4]=1.C(OC([NH:32][CH:33]([C:37]1[CH:42]=[CH:41][CH:40]=[CH:39][CH:38]=1)[C:34](O)=[O:35])=O)(C)(C)C, predict the reaction product. The product is: [NH2:32][CH:33]([C:37]1[CH:42]=[CH:41][CH:40]=[CH:39][CH:38]=1)[C:34]([N:11]([C:12]1[CH:17]=[CH:16][CH:15]=[C:14]([C:18]2([OH:22])[CH2:21][O:20][CH2:19]2)[CH:13]=1)[CH2:10][CH2:9][C:6]1[CH:5]=[CH:4][C:3]([C:2]([F:1])([F:23])[F:24])=[CH:8][CH:7]=1)=[O:35]. (3) Given the reactants [N:1]([C:4]([CH3:15])([CH3:14])[CH2:5][C:6]([NH:8][CH2:9][C:10]([F:13])([F:12])[F:11])=O)=[N+]=[N-].[H-].[H-].[H-].[H-].[Li+].[Al+3].O.[OH-].[Na+], predict the reaction product. The product is: [CH3:15][C:4]([NH2:1])([CH3:14])[CH2:5][CH2:6][NH:8][CH2:9][C:10]([F:11])([F:12])[F:13]. (4) Given the reactants [Br:1][C:2]1[CH:3]=[C:4]2[C:9](=[CH:10][CH:11]=1)[C:8](=[O:12])[NH:7][C:6](=[O:13])/[C:5]/2=[CH:14]/OC.[NH2:17][C:18]1[CH:23]=[CH:22][C:21]([N:24]([CH3:28])[CH2:25][CH2:26][OH:27])=[CH:20][CH:19]=1.C(N(CC)CC)C, predict the reaction product. The product is: [Br:1][C:2]1[CH:3]=[C:4]2[C:9](=[CH:10][CH:11]=1)[C:8](=[O:12])[NH:7][C:6](=[O:13])/[C:5]/2=[CH:14]\[NH:17][C:18]1[CH:19]=[CH:20][C:21]([N:24]([CH2:25][CH2:26][OH:27])[CH3:28])=[CH:22][CH:23]=1. (5) Given the reactants [F:1][C:2]1[CH:7]=[CH:6][C:5]([C:8]2[C:17]([N:18]3[C:27]4[C:22](=[CH:23][C:24]([O:28][CH3:29])=[CH:25][CH:26]=4)[CH2:21][CH2:20][CH2:19]3)=[N:16][C:15]3[C:10](=[CH:11][CH:12]=[C:13]([C:30]([O:32]C)=[O:31])[CH:14]=3)[N:9]=2)=[CH:4][CH:3]=1.[OH-].[Na+], predict the reaction product. The product is: [F:1][C:2]1[CH:7]=[CH:6][C:5]([C:8]2[C:17]([N:18]3[C:27]4[C:22](=[CH:23][C:24]([O:28][CH3:29])=[CH:25][CH:26]=4)[CH2:21][CH2:20][CH2:19]3)=[N:16][C:15]3[C:10](=[CH:11][CH:12]=[C:13]([C:30]([OH:32])=[O:31])[CH:14]=3)[N:9]=2)=[CH:4][CH:3]=1. (6) Given the reactants [CH2:1]([N:3]([CH2:14][CH3:15])[S:4]([C:7]1[CH:12]=[CH:11][CH:10]=[CH:9][C:8]=1Br)(=[O:6])=[O:5])[CH3:2].B1(B2OC(C)(C)C(C)(C)O2)OC(C)(C)C(C)(C)O1.C([O-])(=O)C.[K+].[CH3:39][O:40][C:41]1[CH:46]=[CH:45][N:44]=[C:43]([CH2:47][CH2:48][C:49]2[NH:58][C:52]3=[N:53][CH:54]=[C:55](I)[CH:56]=[C:51]3[N:50]=2)[CH:42]=1.C(=O)([O-])[O-].[K+].[K+].[Cl-].[Li+], predict the reaction product. The product is: [CH2:1]([N:3]([CH2:14][CH3:15])[S:4]([C:7]1[CH:12]=[CH:11][C:10]([C:55]2[CH:56]=[C:51]3[N:50]=[C:49]([CH2:48][CH2:47][C:43]4[CH:42]=[C:41]([O:40][CH3:39])[CH:46]=[CH:45][N:44]=4)[NH:58][C:52]3=[N:53][CH:54]=2)=[CH:9][CH:8]=1)(=[O:6])=[O:5])[CH3:2]. (7) Given the reactants [C:1]([CH2:3][C:4]([O:6][CH2:7][CH3:8])=[O:5])#[N:2].C([O-])([O-])=O.[K+].[K+].[CH3:15][O:16][C:17]1[CH:18]=[C:19]([C:23](=[O:26])[CH:24]=[CH2:25])[CH:20]=[CH:21][CH:22]=1, predict the reaction product. The product is: [C:1]([CH:3]([CH2:25][CH2:24][C:23]([C:19]1[CH:20]=[CH:21][CH:22]=[C:17]([O:16][CH3:15])[CH:18]=1)=[O:26])[C:4]([O:6][CH2:7][CH3:8])=[O:5])#[N:2].